Task: Regression/Classification. Given a drug SMILES string, predict its absorption, distribution, metabolism, or excretion properties. Task type varies by dataset: regression for continuous measurements (e.g., permeability, clearance, half-life) or binary classification for categorical outcomes (e.g., BBB penetration, CYP inhibition). Dataset: cyp1a2_veith.. Dataset: CYP1A2 inhibition data for predicting drug metabolism from PubChem BioAssay (1) The molecule is COC(=O)c1cc(OC)c(OC)cc1NC(=O)CSc1ccccc1. The result is 1 (inhibitor). (2) The molecule is COc1cccc([C@@H]2Oc3ccc(OC)cc3/C(=N/OC[C@@H](C)[C@H](OCc3ccccc3)C(C)C)[C@@H]2O)c1. The result is 0 (non-inhibitor). (3) The molecule is C(#CCN1CCCC1)CN1CCCC1. The result is 0 (non-inhibitor). (4) The drug is CN(C)C(=O)CN(c1ccc2c(c1)OCO2)S(C)(=O)=O. The result is 0 (non-inhibitor). (5) The molecule is C/C(CCN1CCc2nc(-c3ccccc3)c(-c3ccccc3)cc2C1)=N\OC[C@@H](O)COCc1ccco1. The result is 0 (non-inhibitor). (6) The compound is COCC(=O)N1CCC2(CCCN(Cc3nccs3)C2)CC1. The result is 0 (non-inhibitor).